Dataset: Catalyst prediction with 721,799 reactions and 888 catalyst types from USPTO. Task: Predict which catalyst facilitates the given reaction. (1) Reactant: [CH:1]1[C:10]2[C:5](=[CH:6][CH:7]=[CH:8][CH:9]=2)[CH:4]=[CH:3][C:2]=1[C:11]1[C:12]2[C:17]([CH:18]=[C:19]3[C:24]=1[CH:23]=[CH:22][CH:21]=[CH:20]3)=[CH:16][CH:15]=[CH:14][CH:13]=2.[Br:25]Br.S([O-])([O-])(=O)=S.[Na+].[Na+]. Product: [Br:25][C:18]1[C:19]2[C:24]([C:11]([C:2]3[CH:3]=[CH:4][C:5]4[C:10](=[CH:9][CH:8]=[CH:7][CH:6]=4)[CH:1]=3)=[C:12]3[C:17]=1[CH:16]=[CH:15][CH:14]=[CH:13]3)=[CH:23][CH:22]=[CH:21][CH:20]=2. The catalyst class is: 53. (2) Reactant: [S:1]1[C:5]2[CH:6]=[CH:7][CH:8]=[CH:9][C:4]=2[N:3]=[C:2]1OC1C=CC(CC=O)=CC=1.[CH3:20][O:21][C:22](=[O:31])[CH2:23][C:24]1[CH:29]=[CH:28][C:27]([OH:30])=[CH:26][CH:25]=1.ClC1SC2C=CC=CC=2N=1. Product: [CH3:20][O:21][C:22](=[O:31])[CH2:23][C:24]1[CH:29]=[CH:28][C:27]([O:30][C:2]2[S:1][C:5]3[CH:6]=[CH:7][CH:8]=[CH:9][C:4]=3[N:3]=2)=[CH:26][CH:25]=1. The catalyst class is: 23. (3) Reactant: Cl.[CH2:2]([O:4][C:5](=[O:33])[C:6]([C:8]1[C:9]([C:22]2[CH:27]=[CH:26][C:25]([CH3:28])=[CH:24][C:23]=2[O:29][CH2:30][CH:31]=[CH2:32])=[C:10]2[C:17]3[CH2:18][CH2:19][CH2:20][CH2:21][C:16]=3[S:15][C:11]2=[N:12][C:13]=1[CH3:14])=[O:7])[CH3:3].[BH4-].[Na+]. Product: [CH2:2]([O:4][C:5](=[O:33])[CH:6]([C:8]1[C:9]([C:22]2[CH:27]=[CH:26][C:25]([CH3:28])=[CH:24][C:23]=2[O:29][CH2:30][CH:31]=[CH2:32])=[C:10]2[C:17]3[CH2:18][CH2:19][CH2:20][CH2:21][C:16]=3[S:15][C:11]2=[N:12][C:13]=1[CH3:14])[OH:7])[CH3:3]. The catalyst class is: 8. (4) Reactant: [OH:1][C@@H:2]1[CH2:11][CH2:10][C:5]2([O:9][CH2:8][CH2:7][O:6]2)[CH2:4][C@H:3]1[NH:12][CH:13]1[CH2:18][CH2:17][N:16]([C:19]([O:21][CH2:22][C:23]2[CH:28]=[CH:27][CH:26]=[CH:25][CH:24]=2)=[O:20])[CH2:15][CH2:14]1.C(N(C(C)C)C(C)C)C.[Br:38][CH2:39][C:40](Cl)=[O:41].C([O-])(O)=O.[Na+]. Product: [Br:38][CH2:39][C:40]([N:12]([CH:13]1[CH2:18][CH2:17][N:16]([C:19]([O:21][CH2:22][C:23]2[CH:24]=[CH:25][CH:26]=[CH:27][CH:28]=2)=[O:20])[CH2:15][CH2:14]1)[C@H:3]1[C@H:2]([OH:1])[CH2:11][CH2:10][C:5]2([O:6][CH2:7][CH2:8][O:9]2)[CH2:4]1)=[O:41]. The catalyst class is: 2. (5) Reactant: Br[C:2]1[S:3][C:4]([CH3:7])=[CH:5][CH:6]=1.[CH2:8]([C:10]1[CH:15]=[CH:14][C:13]([C:16]2[CH:21]=[CH:20][C:19](B(O)O)=[C:18]([F:25])[CH:17]=2)=[CH:12][CH:11]=1)[CH3:9].C(=O)([O-])[O-].[Na+].[Na+]. Product: [CH2:8]([C:10]1[CH:11]=[CH:12][C:13]([C:16]2[CH:21]=[CH:20][C:19]([C:2]3[S:3][C:4]([CH3:7])=[CH:5][CH:6]=3)=[C:18]([F:25])[CH:17]=2)=[CH:14][CH:15]=1)[CH3:9]. The catalyst class is: 335. (6) Reactant: [N:1]([C:4]1[CH:9]=[CH:8][C:7]([O:10][CH2:11][CH2:12][O:13][CH3:14])=[CH:6][CH:5]=1)=[C:2]=[S:3].[NH2:15][CH:16]([C:20]#[N:21])[C:17]([NH2:19])=[O:18]. The catalyst class is: 25. Product: [NH2:21][C:20]1[S:3][C:2]([NH:1][C:4]2[CH:5]=[CH:6][C:7]([O:10][CH2:11][CH2:12][O:13][CH3:14])=[CH:8][CH:9]=2)=[N:15][C:16]=1[C:17]([NH2:19])=[O:18]. (7) Reactant: C(Cl)(=O)C(Cl)=O.CS(C)=O.[O:11]1[CH2:16][CH2:15][CH2:14][CH2:13][CH:12]1[O:17][CH2:18][CH2:19][O:20][C:21]1[C:22]([CH2:27][OH:28])=[N:23][CH:24]=[CH:25][CH:26]=1. Product: [O:11]1[CH2:16][CH2:15][CH2:14][CH2:13][CH:12]1[O:17][CH2:18][CH2:19][O:20][C:21]1[C:22]([CH:27]=[O:28])=[N:23][CH:24]=[CH:25][CH:26]=1. The catalyst class is: 390.